Dataset: Forward reaction prediction with 1.9M reactions from USPTO patents (1976-2016). Task: Predict the product of the given reaction. (1) Given the reactants [I:1][C:2]1[CH:7]=[CH:6][C:5]([N+:8]([O-:10])=[O:9])=[CH:4][C:3]=1[OH:11].[CH2:12](Br)[C:13]1[CH:18]=[CH:17][CH:16]=[CH:15][CH:14]=1, predict the reaction product. The product is: [CH2:12]([O:11][C:3]1[CH:4]=[C:5]([N+:8]([O-:10])=[O:9])[CH:6]=[CH:7][C:2]=1[I:1])[C:13]1[CH:18]=[CH:17][CH:16]=[CH:15][CH:14]=1. (2) Given the reactants Cl.[O:2]([NH2:4])[CH3:3].[N:5]1C=CC=CC=1.[Br:11][C:12]1[S:16][C:15]([CH:17]=O)=[CH:14]C=1, predict the reaction product. The product is: [CH3:3][O:2][N:4]=[CH:17][C:15]1[S:16][C:12]([Br:11])=[N:5][CH:14]=1.